Dataset: Reaction yield outcomes from USPTO patents with 853,638 reactions. Task: Predict the reaction yield, written as a fraction of the theoretical maximum amount of product (1.0 means a 100% yield; for example, 0.34 means a 34% yield). (1) The reactants are [F:1][C:2]1[CH:7]=[CH:6][C:5]([F:8])=[CH:4][C:3]=1[C:9]1[C:10]([C:17]([O:19]C)=O)=[CH:11][C:12]([CH2:15][OH:16])=[CH:13][CH:14]=1.[C:21]([Li])([CH3:24])([CH3:23])[CH3:22]. The product is [F:1][C:2]1[CH:7]=[CH:6][C:5]([F:8])=[CH:4][C:3]=1[C:9]1[CH:14]=[CH:13][C:12]([CH2:15][OH:16])=[CH:11][C:10]=1[C:17](=[O:19])[C:21]([CH3:24])([CH3:23])[CH3:22]. The yield is 0.850. The catalyst is C1COCC1. (2) The reactants are Cl[C:2]1[C:7]([N+:8]([O-:10])=[O:9])=[CH:6][C:5]([CH3:11])=[CH:4][C:3]=1[CH3:12].[Cu][C:14]#[N:15]. The catalyst is CC(N(C)C)=O. The product is [CH3:12][C:3]1[CH:4]=[C:5]([CH3:11])[CH:6]=[C:7]([N+:8]([O-:10])=[O:9])[C:2]=1[C:14]#[N:15]. The yield is 0.230. (3) The reactants are [C:1]([C:5]1[CH:27]=[CH:26][C:8]([C:9]([NH:11][C:12]2[N:13]=[C:14]3[CH:19]=[CH:18][C:17]([C:20]4[CH:21]=[N:22][NH:23][CH:24]=4)=[CH:16][N:15]3[CH:25]=2)=[O:10])=[CH:7][CH:6]=1)([CH3:4])([CH3:3])[CH3:2].N1C=CC=CC=1.[C:34]1(B(O)O)[CH:39]=[CH:38][CH:37]=[CH:36][CH:35]=1. The catalyst is CN(C=O)C.C([O-])(=O)C.[Cu+2].C([O-])(=O)C. The product is [C:1]([C:5]1[CH:27]=[CH:26][C:8]([C:9]([NH:11][C:12]2[N:13]=[C:14]3[CH:19]=[CH:18][C:17]([C:20]4[CH:21]=[N:22][N:23]([C:34]5[CH:39]=[CH:38][CH:37]=[CH:36][CH:35]=5)[CH:24]=4)=[CH:16][N:15]3[CH:25]=2)=[O:10])=[CH:7][CH:6]=1)([CH3:4])([CH3:2])[CH3:3]. The yield is 0.0700. (4) The reactants are [O:1]=[C:2]1[NH:7][C:6]2[CH:8]=[C:9]([CH2:12][N:13]3[CH2:18][CH2:17][N:16]([C:19]4[CH:27]=[CH:26][C:22]([C:23](O)=[O:24])=[CH:21][CH:20]=4)[CH2:15][CH2:14]3)[CH:10]=[N:11][C:5]=2[N:4]2[CH2:28][CH2:29][CH2:30][C@@H:3]12.Cl.[CH3:32][NH:33][CH3:34].CN(C(ON1N=NC2C=CC=NC1=2)=[N+](C)C)C.F[P-](F)(F)(F)(F)F.CN1CCOCC1. The catalyst is CN(C=O)C. The product is [CH3:32][N:33]([CH3:34])[C:23](=[O:24])[C:22]1[CH:26]=[CH:27][C:19]([N:16]2[CH2:15][CH2:14][N:13]([CH2:12][C:9]3[CH:10]=[N:11][C:5]4[N:4]5[CH2:28][CH2:29][CH2:30][C@H:3]5[C:2](=[O:1])[NH:7][C:6]=4[CH:8]=3)[CH2:18][CH2:17]2)=[CH:20][CH:21]=1. The yield is 0.190.